This data is from Forward reaction prediction with 1.9M reactions from USPTO patents (1976-2016). The task is: Predict the product of the given reaction. (1) Given the reactants Cl[C:2]1[CH:7]=[CH:6][N:5]=[C:4]([CH2:8][CH3:9])[C:3]=1[C:10]#[C:11][C:12]1[CH:13]=[CH:14][C:15]([NH2:18])=[N:16][CH:17]=1.[Cl:19][C:20]1[CH:21]=[C:22](B(O)O)[CH:23]=[CH:24][C:25]=1[C:26]([O:28][CH3:29])=[O:27].CC(C1C=C(C(C)C)C(C2C=CC=CC=2P(C2CCCCC2)C2CCCCC2)=C(C(C)C)C=1)C.[O-]P([O-])([O-])=O.[K+].[K+].[K+], predict the reaction product. The product is: [CH3:29][O:28][C:26](=[O:27])[C:25]1[CH:24]=[CH:23][C:22]([C:2]2[CH:7]=[CH:6][N:5]=[C:4]([CH2:8][CH3:9])[C:3]=2[C:10]#[C:11][C:12]2[CH:17]=[N:16][C:15]([NH2:18])=[CH:14][CH:13]=2)=[CH:21][C:20]=1[Cl:19]. (2) Given the reactants [H-].[Al+3].[Li+].[H-].[H-].[H-].[CH2:7]([N:14]([CH3:29])[CH2:15][CH2:16][C:17]([NH:19][C:20]1[CH:21]=[C:22]2[C:26](=[CH:27][CH:28]=1)[NH:25][N:24]=[CH:23]2)=O)[C:8]1[CH:13]=[CH:12][CH:11]=[CH:10][CH:9]=1.O, predict the reaction product. The product is: [CH2:7]([N:14]([CH3:29])[CH2:15][CH2:16][CH2:17][NH:19][C:20]1[CH:21]=[C:22]2[C:26](=[CH:27][CH:28]=1)[NH:25][N:24]=[CH:23]2)[C:8]1[CH:9]=[CH:10][CH:11]=[CH:12][CH:13]=1. (3) Given the reactants [Cl:1][C:2]1[CH:7]=[CH:6][C:5]([C:8]([F:11])([F:10])[F:9])=[CH:4][C:3]=1[C:12]1[CH:13]=[C:14]([C:24](O)=[O:25])[CH:15]=[N:16][C:17]=1[O:18][CH:19]1[CH2:23][CH2:22][CH2:21][CH2:20]1.CN(C(ON1N=NC2C=CC=CC1=2)=[N+](C)C)C.[B-](F)(F)(F)F.C(N(CC)C(C)C)(C)C.[NH2:58][C@@H:59]1[CH2:64][CH2:63][CH2:62][CH2:61][C@H:60]1[OH:65], predict the reaction product. The product is: [Cl:1][C:2]1[CH:7]=[CH:6][C:5]([C:8]([F:10])([F:9])[F:11])=[CH:4][C:3]=1[C:12]1[C:17]([O:18][CH:19]2[CH2:23][CH2:22][CH2:21][CH2:20]2)=[N:16][CH:15]=[C:14]([CH:13]=1)[C:24]([NH:58][C@@H:59]1[CH2:64][CH2:63][CH2:62][CH2:61][C@H:60]1[OH:65])=[O:25]. (4) The product is: [C:20]([CH2:2][C:3]1[CH:4]=[C:5]2[C:14](=[CH:15][CH:16]=1)[C:13](=[O:17])[C:12]1[CH2:11][CH2:10][C:9]([CH3:19])([CH3:18])[CH2:8][C:7]=1[S:6]2)#[N:21]. Given the reactants Cl[CH2:2][C:3]1[CH:4]=[C:5]2[C:14](=[CH:15][CH:16]=1)[C:13](=[O:17])[C:12]1[CH2:11][CH2:10][C:9]([CH3:19])([CH3:18])[CH2:8][C:7]=1[S:6]2.[C-:20]#[N:21].[K+].C1OCCOCCOCCOCCOCCOC1, predict the reaction product. (5) The product is: [NH2:32][C@H:10]([CH2:11][NH:12][C:13]1[C:14]2[C:27]3[CH2:28][CH2:29][CH2:30][CH2:31][C:26]=3[S:25][C:15]=2[N:16]=[C:17]([C:19]2[CH:20]=[CH:21][N:22]=[CH:23][CH:24]=2)[N:18]=1)[CH2:9][C:4]1[CH:5]=[CH:6][CH:7]=[CH:8][C:3]=1[OH:2]. Given the reactants C[O:2][C:3]1[CH:8]=[CH:7][CH:6]=[CH:5][C:4]=1[CH2:9][C@H:10]([NH2:32])[CH2:11][NH:12][C:13]1[C:14]2[C:27]3[CH2:28][CH2:29][CH2:30][CH2:31][C:26]=3[S:25][C:15]=2[N:16]=[C:17]([C:19]2[CH:24]=[CH:23][N:22]=[CH:21][CH:20]=2)[N:18]=1.B(Br)(Br)Br, predict the reaction product. (6) The product is: [F:34][C:11]1[CH:12]=[C:13]([O:16][CH2:17][C:18]2[CH:23]=[CH:22][C:21]([C:24]([F:27])([F:26])[F:25])=[CH:20][CH:19]=2)[CH:14]=[CH:15][C:10]=1[C:9]([OH:8])=[O:29]. Given the reactants FC(F)(F)C1C=CC(C[O:8][C:9](=[O:29])[C:10]2[CH:15]=[CH:14][C:13]([O:16][CH2:17][C:18]3[CH:23]=[CH:22][C:21]([C:24]([F:27])([F:26])[F:25])=[CH:20][CH:19]=3)=[C:12](F)[CH:11]=2)=CC=1.[F:34]C(F)(F)C1C=CC(COC(=O)C2C=CC(OCC3C=CC(F)=CC=3)=C(F)C=2)=CC=1, predict the reaction product. (7) Given the reactants O1CCCCC1O[C@H]1CC[C@H](CO)CC1.BrC1C=CC(O)=CC=1.[Br:24][C:25]1[CH:45]=[CH:44][C:28]([O:29][CH2:30][C@@H:31]2[CH2:36][CH2:35][C@H:34]([O:37][CH:38]3[CH2:43][CH2:42][CH2:41][CH2:40][O:39]3)[CH2:33][CH2:32]2)=[CH:27][CH:26]=1, predict the reaction product. The product is: [Br:24][C:25]1[CH:26]=[CH:27][C:28]([O:29][CH2:30][C@H:31]2[CH2:32][CH2:33][C@H:34]([O:37][CH:38]3[CH2:43][CH2:42][CH2:41][CH2:40][O:39]3)[CH2:35][CH2:36]2)=[CH:44][CH:45]=1. (8) Given the reactants C[O:2][C:3](=[O:32])[C@H:4]([CH2:16][C:17]1[CH:22]=[CH:21][C:20]([C:23]2[C:24](=[O:31])[N:25]([CH3:30])[CH:26]=[CH:27][C:28]=2[CH3:29])=[CH:19][CH:18]=1)[NH:5][C:6]([C:8]1[C:13]([CH3:14])=[CH:12][CH:11]=[CH:10][C:9]=1[Cl:15])=[O:7].[OH-].[Na+], predict the reaction product. The product is: [Cl:15][C:9]1[CH:10]=[CH:11][CH:12]=[C:13]([CH3:14])[C:8]=1[C:6]([NH:5][C@H:4]([C:3]([OH:32])=[O:2])[CH2:16][C:17]1[CH:22]=[CH:21][C:20]([C:23]2[C:24](=[O:31])[N:25]([CH3:30])[CH:26]=[CH:27][C:28]=2[CH3:29])=[CH:19][CH:18]=1)=[O:7]. (9) Given the reactants [C:1]([O:4][CH:5]([C@@H:8]1[CH2:12][C@@H:11]([OH:13])[C@H:10]([N:14]2[C:18]3[N:19]=[C:20]([NH2:24])[NH:21][C:22](=[O:23])[C:17]=3[S:16][C:15]2=[O:25])[O:9]1)[CH2:6][CH3:7])(=[O:3])[CH3:2].CC(OI1(OC(C)=O)(OC(C)=O)OC(=O)C2C=CC=CC1=2)=O, predict the reaction product. The product is: [C:1]([O:4][CH:5]([C@@H:8]1[CH2:12][C:11](=[O:13])[C@H:10]([N:14]2[C:18]3[N:19]=[C:20]([NH2:24])[NH:21][C:22](=[O:23])[C:17]=3[S:16][C:15]2=[O:25])[O:9]1)[CH2:6][CH3:7])(=[O:3])[CH3:2]. (10) The product is: [CH2:27]([O:26][C:13]1[CH:14]=[C:15]([O:18][CH2:19][C:20]2[CH:25]=[CH:24][CH:23]=[CH:22][CH:21]=2)[CH:16]=[CH:17][C:12]=1[C:11]([OH:34])=[O:10])[C:28]1[CH:29]=[CH:30][CH:31]=[CH:32][CH:33]=1. Given the reactants [OH-].[Na+].C([O:10][C:11](=[O:34])[C:12]1[CH:17]=[CH:16][C:15]([O:18][CH2:19][C:20]2[CH:25]=[CH:24][CH:23]=[CH:22][CH:21]=2)=[CH:14][C:13]=1[O:26][CH2:27][C:28]1[CH:33]=[CH:32][CH:31]=[CH:30][CH:29]=1)C1C=CC=CC=1.Cl, predict the reaction product.